Dataset: Full USPTO retrosynthesis dataset with 1.9M reactions from patents (1976-2016). Task: Predict the reactants needed to synthesize the given product. (1) Given the product [Cl:25][CH2:2][CH2:3][NH:4][C:5]1[CH:10]=[C:9]([C:11]2[CH:16]=[CH:15][CH:14]=[CH:13][N:12]=2)[N:8]=[C:7]([C:17]2[CH:22]=[CH:21][CH:20]=[CH:19][N:18]=2)[CH:6]=1, predict the reactants needed to synthesize it. The reactants are: O[CH2:2][CH2:3][NH:4][C:5]1[CH:10]=[C:9]([C:11]2[CH:16]=[CH:15][CH:14]=[CH:13][N:12]=2)[N:8]=[C:7]([C:17]2[CH:22]=[CH:21][CH:20]=[CH:19][N:18]=2)[CH:6]=1.S(Cl)([Cl:25])=O. (2) Given the product [C:20]([C:17]1[CH:18]=[C:19]2[C:14](=[CH:15][CH:16]=1)[NH:13][CH:12]=[C:11]2[CH2:10][CH2:5][C:3]([O:2][CH3:1])=[O:4])#[N:21], predict the reactants needed to synthesize it. The reactants are: [CH3:1][O:2][C:3]([CH:5]([CH2:10][C:11]1[C:19]2[C:14](=[CH:15][CH:16]=[C:17]([C:20]#[N:21])[CH:18]=2)[NH:13][CH:12]=1)C(OC)=O)=[O:4].[I-].[Na+].